This data is from Full USPTO retrosynthesis dataset with 1.9M reactions from patents (1976-2016). The task is: Predict the reactants needed to synthesize the given product. Given the product [Cl:1][C:2]1[CH:10]=[CH:9][CH:8]=[C:7]2[C:3]=1[CH:4]=[C:5]([C:11](=[O:15])[C:12]([O:19][CH2:18][CH3:17])=[O:13])[NH:6]2, predict the reactants needed to synthesize it. The reactants are: [Cl:1][C:2]1[CH:10]=[CH:9][CH:8]=[C:7]2[C:3]=1[CH:4]=[CH:5][NH:6]2.[C:11](Cl)(=[O:15])[C:12](Cl)=[O:13].[CH3:17][CH2:18][OH:19].